This data is from Catalyst prediction with 721,799 reactions and 888 catalyst types from USPTO. The task is: Predict which catalyst facilitates the given reaction. Reactant: [NH2:1][C:2]([CH2:4][C:5]1[C:14]2[C:9](=[CH:10][C:11]([OH:15])=[CH:12][CH:13]=2)[O:8][C:7](=[O:16])[CH:6]=1)=[O:3].[Cl:17][C:18]1[CH:19]=[C:20]([CH:23]=[CH:24][CH:25]=1)[CH2:21]O.N(C(N1CCCCC1)=O)=NC(N1CCCCC1)=O.C1(P(C2C=CC=CC=2)C2C=CC=CC=2)C=CC=CC=1. Product: [NH2:1][C:2]([CH2:4][C:5]1[C:14]2[C:9](=[CH:10][C:11]([O:15][CH2:21][C:20]3[CH:23]=[CH:24][CH:25]=[C:18]([Cl:17])[CH:19]=3)=[CH:12][CH:13]=2)[O:8][C:7](=[O:16])[CH:6]=1)=[O:3]. The catalyst class is: 1.